From a dataset of P-glycoprotein inhibition data for predicting drug efflux from Broccatelli et al.. Regression/Classification. Given a drug SMILES string, predict its absorption, distribution, metabolism, or excretion properties. Task type varies by dataset: regression for continuous measurements (e.g., permeability, clearance, half-life) or binary classification for categorical outcomes (e.g., BBB penetration, CYP inhibition). Dataset: pgp_broccatelli. (1) The drug is C[C@H]1COc2c(N3CCN(C)CC3)c(F)cc3c(=O)c(C(=O)O)cn1c23. The result is 0 (non-inhibitor). (2) The compound is Cc1ccc(S(=O)(=O)NC(=O)NN2CCCCCC2)cc1. The result is 0 (non-inhibitor). (3) The drug is CCNc1ccc(-c2nc(-c3ccc(/C=C/COCC)cc3)[nH]c2-c2ccc(NC(C)C)cc2)cc1. The result is 1 (inhibitor). (4) The molecule is COc1cc2c(cc1OC)CN(CCc1ccc(NC(=O)c3cccc(Br)c3)cc1)CC2. The result is 1 (inhibitor).